Dataset: Reaction yield outcomes from USPTO patents with 853,638 reactions. Task: Predict the reaction yield, written as a fraction of the theoretical maximum amount of product (1.0 means a 100% yield; for example, 0.34 means a 34% yield). (1) The reactants are [CH:1]1([Mg]Cl)[CH2:5][CH2:4][CH2:3][CH2:2]1.[C:8]1([CH2:14][C:15]#N)[CH:13]=[CH:12][CH:11]=[CH:10][CH:9]=1.Cl.[O:18]1CCCC1. The catalyst is CC(C)[O-].[Ti+4].CC(C)[O-].CC(C)[O-].CC(C)[O-]. The product is [CH:1]1([C:15](=[O:18])[CH2:14][C:8]2[CH:13]=[CH:12][CH:11]=[CH:10][CH:9]=2)[CH2:5][CH2:4][CH2:3][CH2:2]1. The yield is 0.665. (2) The reactants are [CH3:1][O:2][CH2:3][C@H:4]([CH3:31])[O:5][C:6]1[CH:7]=[C:8]([C:23]2[NH:27][C:26]([C:28](O)=[O:29])=[CH:25][CH:24]=2)[CH:9]=[C:10]([O:12][Si:13]([CH:20]([CH3:22])[CH3:21])([CH:17]([CH3:19])[CH3:18])[CH:14]([CH3:16])[CH3:15])[CH:11]=1.[NH2:32][C@H:33]([CH3:37])[C@H:34]([OH:36])[CH3:35].[Cl-].COC1N=C(OC)N=C([N+]2(C)CCOCC2)N=1. The catalyst is CO. The product is [OH:36][C@H:34]([CH3:35])[C@H:33]([NH:32][C:28]([C:26]1[NH:27][C:23]([C:8]2[CH:9]=[C:10]([O:12][Si:13]([CH:20]([CH3:21])[CH3:22])([CH:17]([CH3:18])[CH3:19])[CH:14]([CH3:15])[CH3:16])[CH:11]=[C:6]([O:5][C@@H:4]([CH3:31])[CH2:3][O:2][CH3:1])[CH:7]=2)=[CH:24][CH:25]=1)=[O:29])[CH3:37]. The yield is 0.700. (3) The reactants are [Cl:1][C:2]1[CH:11]=[C:10]2[C:5]([CH:6]=[CH:7][CH:8]=[N:9]2)=[CH:4][CH:3]=1.[Cl:12]C1C=C(C=CC=1)C(OO)=O.[OH-].[Na+].P(Cl)(Cl)(Cl)=O. The catalyst is C(Cl)(Cl)Cl.ClCCl.O. The product is [Cl:12][C:8]1[CH:7]=[CH:6][C:5]2[C:10](=[CH:11][C:2]([Cl:1])=[CH:3][CH:4]=2)[N:9]=1. The yield is 0.368. (4) The reactants are [CH3:1][O:2][C:3]1[CH:9]=[C:8]([N:10]2[CH2:15][CH2:14][N:13]([CH3:16])[CH2:12][CH2:11]2)[C:7]([N+:17]([O-:19])=[O:18])=[CH:6][C:4]=1[NH2:5].O.C1(C)C=CC(S(O)(=O)=O)=CC=1.Cl[C:33]1[N:38]=[C:37]([C:39]2[C:47]3[C:42](=[CH:43][CH:44]=[CH:45][CH:46]=3)[NH:41][CH:40]=2)[C:36]([CH3:48])=[CH:35][N:34]=1. The catalyst is CC(O)CCC. The yield is 0.430. The product is [NH:41]1[C:42]2[C:47](=[CH:46][CH:45]=[CH:44][CH:43]=2)[C:39]([C:37]2[C:36]([CH3:48])=[CH:35][N:34]=[C:33]([NH:5][C:4]3[CH:6]=[C:7]([N+:17]([O-:19])=[O:18])[C:8]([N:10]4[CH2:15][CH2:14][N:13]([CH3:16])[CH2:12][CH2:11]4)=[CH:9][C:3]=3[O:2][CH3:1])[N:38]=2)=[CH:40]1. (5) The reactants are [C:1]([O:5][C:6]([C:8]1[O:9][C:10]2[CH:17]=[CH:16][CH:15]=[C:14]([OH:18])[C:11]=2[C:12]=1[CH3:13])=[O:7])([CH3:4])([CH3:3])[CH3:2].C(N(CC)C(C)C)(C)C.ClCCl.[F:31][C:32]([F:45])([F:44])[S:33](O[S:33]([C:32]([F:45])([F:44])[F:31])(=[O:35])=[O:34])(=[O:35])=[O:34]. The catalyst is O. The product is [C:1]([O:5][C:6]([C:8]1[O:9][C:10]2[CH:17]=[CH:16][CH:15]=[C:14]([O:18][S:33]([C:32]([F:45])([F:44])[F:31])(=[O:35])=[O:34])[C:11]=2[C:12]=1[CH3:13])=[O:7])([CH3:4])([CH3:2])[CH3:3]. The yield is 0.950. (6) The reactants are [F:1][C:2]1[CH:10]=[C:9]([F:11])[C:8]([F:12])=[CH:7][C:3]=1[C:4]([OH:6])=O.[CH3:13][CH:14]([S:17]([NH2:20])(=[O:19])=[O:18])[CH2:15][CH3:16]. No catalyst specified. The product is [CH:14]([S:17]([NH:20][C:4](=[O:6])[C:3]1[CH:7]=[C:8]([F:12])[C:9]([F:11])=[CH:10][C:2]=1[F:1])(=[O:19])=[O:18])([CH2:15][CH3:16])[CH3:13]. The yield is 0.450. (7) The reactants are [F:1][C:2]1[CH:7]=[C:6]([F:8])[CH:5]=[CH:4][C:3]=1[NH:9][C:10]1[CH:15]=[CH:14][C:13]([CH2:16][S:17]([CH3:20])(=[O:19])=[O:18])=[CH:12][C:11]=1[C:21]1[C:22]2[CH:31]=[C:30]([C:32]([NH:34][CH2:35][CH3:36])=[O:33])[NH:29][C:23]=2[C:24](=[O:28])[N:25]([CH3:27])[CH:26]=1.O=[CH:38][C:39]([O:41][CH2:42][CH3:43])=[O:40]. The catalyst is O1CCCC1.[Ti](Cl)(Cl)(Cl)Cl. The product is [F:1][C:2]1[CH:7]=[C:6]([F:8])[CH:5]=[CH:4][C:3]=1[N:9]1[CH:38]([C:39]([O:41][CH2:42][CH3:43])=[O:40])[C:31]2[C:22]3=[C:23]([C:24](=[O:28])[N:25]([CH3:27])[CH:26]=[C:21]3[C:11]3[CH:12]=[C:13]([CH2:16][S:17]([CH3:20])(=[O:19])=[O:18])[CH:14]=[CH:15][C:10]1=3)[NH:29][C:30]=2[C:32](=[O:33])[NH:34][CH2:35][CH3:36]. The yield is 0.510. (8) The reactants are P(Cl)(Cl)([Cl:3])=O.[NH2:6][C:7]1[CH:8]=[C:9]2[C:14](=[CH:15][C:16]=1[Cl:17])[C:13](=O)[NH:12][CH:11]=[CH:10]2.[OH-].[Na+]. No catalyst specified. The product is [Cl:3][C:13]1[C:14]2[C:9](=[CH:8][C:7]([NH2:6])=[C:16]([Cl:17])[CH:15]=2)[CH:10]=[CH:11][N:12]=1. The yield is 0.550. (9) The catalyst is C(OCC)(=O)C.[Pd]. The reactants are [CH3:1][O:2][C:3]1[CH:4]=[C:5]([CH:15]=[CH:16][C:17]=1[N+:18]([O-])=O)[O:6][CH2:7][CH2:8][N:9]1[CH2:14][CH2:13][O:12][CH2:11][CH2:10]1.[H][H]. The product is [CH3:1][O:2][C:3]1[CH:4]=[C:5]([O:6][CH2:7][CH2:8][N:9]2[CH2:14][CH2:13][O:12][CH2:11][CH2:10]2)[CH:15]=[CH:16][C:17]=1[NH2:18]. The yield is 0.870.